This data is from Full USPTO retrosynthesis dataset with 1.9M reactions from patents (1976-2016). The task is: Predict the reactants needed to synthesize the given product. (1) Given the product [CH2:1]([C:9]1[CH:10]=[C:11]2[C:15](=[CH:16][CH:17]=1)[N:14]([C:18]([NH:20][CH2:21][CH2:22][C:23]([OH:25])=[O:24])=[O:19])[CH2:13][CH2:12]2)[CH2:2][CH2:3][CH2:4][CH2:5][CH2:6][CH2:7][CH3:8], predict the reactants needed to synthesize it. The reactants are: [CH2:1]([C:9]1[CH:10]=[C:11]2[C:15](=[CH:16][CH:17]=1)[N:14]([C:18]([NH:20][CH2:21][CH2:22][C:23]([O:25]CC)=[O:24])=[O:19])[CH2:13][CH2:12]2)[CH2:2][CH2:3][CH2:4][CH2:5][CH2:6][CH2:7][CH3:8].C(C1C=CC(NC(=O)NCCC(OCC)=O)=CC=1)CCCCCCC. (2) Given the product [CH2:1]([OH:34])[C@H:2]1[O:7][C@H:6]([O:8][CH2:9][C@H:10]2[O:15][CH:14]([OH:16])[C@H:13]([OH:28])[C@@H:12]([OH:29])[C@@H:11]2[OH:30])[C@H:5]([OH:31])[C@@H:4]([OH:32])[C@@H:3]1[OH:33], predict the reactants needed to synthesize it. The reactants are: [CH2:1]([OH:34])[C@H:2]1[O:7][C@H:6]([O:8][CH2:9][C@H:10]2[O:15][C@H:14]([O:16][C@@H]([C@H](O)[C@@H](O)C=O)[C@H](O)CO)[C@H:13]([OH:28])[C@@H:12]([OH:29])[C@@H:11]2[OH:30])[C@H:5]([OH:31])[C@@H:4]([OH:32])[C@@H:3]1[OH:33]. (3) Given the product [CH3:7][O:6][CH:3]([O:2][CH3:1])[CH2:4][N:9]([CH2:10][CH2:11][C:12]1[C:20]2[S:19][C:18](=[O:21])[NH:17][C:16]=2[C:15]([OH:22])=[CH:14][CH:13]=1)[C:44](=[O:45])[O:43][CH2:42][C:39]1[CH:40]=[CH:41][CH:36]=[CH:37][CH:38]=1, predict the reactants needed to synthesize it. The reactants are: [CH3:1][O:2][CH:3]([O:6][CH3:7])[CH:4]=O.Cl.[NH2:9][CH2:10][CH2:11][C:12]1[C:20]2[S:19][C:18](=[O:21])[NH:17][C:16]=2[C:15]([OH:22])=[CH:14][CH:13]=1.CC(O)=O.C([BH3-])#N.[Na+].C([O-])(O)=O.[Na+].[CH:36]1[CH:41]=[CH:40][C:39]([CH2:42][O:43][C:44](Cl)=[O:45])=[CH:38][CH:37]=1.Cl. (4) The reactants are: [NH2:1][C:2]1[C:3]([C:15]([NH2:17])=[O:16])=[CH:4][C:5]2[C:13]3[C:8](=[CH:9][CH:10]=[CH:11][CH:12]=3)[NH:7][C:6]=2[N:14]=1.C(=O)([O-])[O-].[Cs+].[Cs+].I[CH:25]1[CH2:28][N:27]([C:29]([O:31][C:32]([CH3:35])([CH3:34])[CH3:33])=[O:30])[CH2:26]1. Given the product [NH2:1][C:2]1[C:3]([C:15]([NH2:17])=[O:16])=[CH:4][C:5]2[C:13]3[C:8](=[CH:9][CH:10]=[CH:11][CH:12]=3)[N:7]([CH:25]3[CH2:26][N:27]([C:29]([O:31][C:32]([CH3:35])([CH3:34])[CH3:33])=[O:30])[CH2:28]3)[C:6]=2[N:14]=1, predict the reactants needed to synthesize it. (5) Given the product [C:1]([O:5][C:6]([C:7]1[CH:12]=[CH:11][C:10]2[C:9]([CH:8]=1)=[N:25][N:24]([C:26]1[CH:31]=[CH:30][N:29]=[CH:28][CH:27]=1)[C:13]=2[CH2:14][C:15]1[CH:20]=[CH:19][CH:18]=[CH:17][CH:16]=1)=[O:22])([CH3:4])([CH3:3])[CH3:2], predict the reactants needed to synthesize it. The reactants are: [C:1]([O:5][C:6](=[O:22])[C:7]1[CH:12]=[CH:11][C:10]([C:13]#[C:14][C:15]2[CH:20]=[CH:19][CH:18]=[CH:17][CH:16]=2)=[C:9](Cl)[CH:8]=1)([CH3:4])([CH3:3])[CH3:2].Cl.[NH:24]([C:26]1[CH:31]=[CH:30][N:29]=[CH:28][CH:27]=1)[NH2:25].C([O-])([O-])=O.[Cs+].[Cs+]. (6) Given the product [Cl:25][C:22]1[CH:21]=[CH:20][C:19]([C:8]2[S:7][C:6]([C:4]([OH:5])=[O:3])=[N:10][C:9]=2[C:11]2[CH:16]=[CH:15][C:14]([Cl:17])=[CH:13][C:12]=2[Cl:18])=[CH:24][CH:23]=1, predict the reactants needed to synthesize it. The reactants are: C([O:3][C:4]([C:6]1[S:7][C:8]([C:19]2[CH:24]=[CH:23][C:22]([Cl:25])=[CH:21][CH:20]=2)=[C:9]([C:11]2[CH:16]=[CH:15][C:14]([Cl:17])=[CH:13][C:12]=2[Cl:18])[N:10]=1)=[O:5])C.[OH-].[K+].Cl. (7) Given the product [N:11]1([CH2:16][C:17]2[CH:18]=[CH:19][C:20]([C:6]3[S:7][C:3]([CH:1]=[O:2])=[CH:4][CH:5]=3)=[N:21][CH:22]=2)[CH:15]=[CH:14][N:13]=[CH:12]1, predict the reactants needed to synthesize it. The reactants are: [CH:1]([C:3]1[S:7][C:6](B(O)O)=[CH:5][CH:4]=1)=[O:2].[N:11]1([CH2:16][C:17]2[CH:18]=[CH:19][C:20](Br)=[N:21][CH:22]=2)[CH:15]=[CH:14][N:13]=[CH:12]1. (8) Given the product [C:22]([C:21]1[CH:24]=[CH:25][C:18]([CH2:17][N:5]([CH:1]2[CH2:4][CH2:3][CH2:2]2)[S:6]([C:9]2[CH:10]=[CH:11][C:12]([CH3:15])=[CH:13][CH:14]=2)(=[O:8])=[O:7])=[C:19]([F:26])[CH:20]=1)#[N:23], predict the reactants needed to synthesize it. The reactants are: [CH:1]1([NH:5][S:6]([C:9]2[CH:14]=[CH:13][C:12]([CH3:15])=[CH:11][CH:10]=2)(=[O:8])=[O:7])[CH2:4][CH2:3][CH2:2]1.Br[CH2:17][C:18]1[CH:25]=[CH:24][C:21]([C:22]#[N:23])=[CH:20][C:19]=1[F:26].